Dataset: Forward reaction prediction with 1.9M reactions from USPTO patents (1976-2016). Task: Predict the product of the given reaction. (1) Given the reactants [CH3:1][O:2][C:3]1[CH:4]=[C:5]([C:11]2[C:22](=[O:23])[NH:21][C:14]3[N:15]=[C:16]([S:19][CH3:20])[N:17]=[CH:18][C:13]=3[CH:12]=2)[CH:6]=[C:7]([O:9][CH3:10])[CH:8]=1.I[CH2:25][CH2:26][C:27]1[CH:28]=[C:29]([NH:33][C:34](=[O:40])[O:35][C:36]([CH3:39])([CH3:38])[CH3:37])[CH:30]=[CH:31][CH:32]=1.C([O-])([O-])=O.[K+].[K+].O, predict the reaction product. The product is: [CH3:1][O:2][C:3]1[CH:4]=[C:5]([C:11]2[C:22](=[O:23])[N:21]([CH2:25][CH2:26][C:27]3[CH:28]=[C:29]([NH:33][C:34](=[O:40])[O:35][C:36]([CH3:39])([CH3:38])[CH3:37])[CH:30]=[CH:31][CH:32]=3)[C:14]3[N:15]=[C:16]([S:19][CH3:20])[N:17]=[CH:18][C:13]=3[CH:12]=2)[CH:6]=[C:7]([O:9][CH3:10])[CH:8]=1. (2) Given the reactants [O:1]1[CH2:6][CH2:5][CH:4]([CH2:7][NH2:8])[CH2:3][CH2:2]1.C(N(CC)CC)C.O1CCCC1.[C:21](Cl)(=[O:29])/[CH:22]=[CH:23]/[CH2:24][CH2:25][CH2:26][CH2:27][CH3:28], predict the reaction product. The product is: [O:1]1[CH2:6][CH2:5][CH:4]([CH2:7][NH:8][C:21](=[O:29])/[CH:22]=[CH:23]/[CH2:24][CH2:25][CH2:26][CH2:27][CH3:28])[CH2:3][CH2:2]1. (3) Given the reactants [Cl:1][C:2]1[C:7]([Cl:8])=[C:6]([F:9])[CH:5]=[CH:4][C:3]=1[N:10]=[C:11]=[S:12].[CH3:13][C:14]1[C:19]([CH2:20][NH2:21])=[CH:18][CH:17]=[CH:16][N:15]=1.CO[C@@H]1[C@@H](C(OC)=O)[C@@H]2[C@@H](CN3[C@H](C2)C2NC4C=C(OC)C=CC=4C=2CC3)C[C@H]1OC(C1C=C(OC)C(OC)=C(OC)C=1)=O, predict the reaction product. The product is: [Cl:1][C:2]1[C:7]([Cl:8])=[C:6]([F:9])[CH:5]=[CH:4][C:3]=1[NH:10][C:11]([NH:21][CH2:20][C:19]1[C:14]([CH3:13])=[N:15][CH:16]=[CH:17][CH:18]=1)=[S:12]. (4) Given the reactants [F:1][C:2]([F:6])([F:5])[CH2:3][OH:4].C(N(CC)CC)C.[CH3:14][S:15](Cl)(=[O:17])=[O:16], predict the reaction product. The product is: [CH3:14][S:15]([O:4][CH2:3][C:2]([F:6])([F:5])[F:1])(=[O:17])=[O:16]. (5) Given the reactants [CH3:1][C@@H:2]([O:7][C:8]1[CH:13]=[CH:12][C:11]([C:14]2[CH:19]=[CH:18][C:17]([OH:20])=[CH:16][CH:15]=2)=[CH:10][C:9]=1[N+:21]([O-:23])=[O:22])[CH2:3][CH2:4][CH:5]=[CH2:6].[CH2:24]([C:36]1[CH:44]=[CH:43][C:39]([C:40]([OH:42])=O)=CC=1)[CH2:25][CH2:26][CH2:27][CH2:28][CH2:29][CH2:30]CCCCC.CN(C)[CH2:47][CH2:48][CH2:49]N=C=NCC, predict the reaction product. The product is: [CH2:40]([O:42][C:47]1[CH:48]=[CH:49][C:3]([C:2]([O:20][C:17]2[CH:16]=[CH:15][C:14]([C:11]3[CH:12]=[CH:13][C:8]([O:7][C@H:2]([CH3:1])[CH2:3][CH2:4][CH:5]=[CH2:6])=[C:9]([N+:21]([O-:23])=[O:22])[CH:10]=3)=[CH:19][CH:18]=2)=[O:7])=[CH:4][CH:5]=1)[CH2:39][CH2:43][CH2:44][CH2:36][CH2:24][CH2:25][CH2:26][CH2:27][CH2:28][CH2:29][CH3:30]. (6) Given the reactants Cl[C:2]1[N:3]=[N:4][CH:5]=[C:6]([C:8]2[CH:13]=[CH:12][C:11]([F:14])=[CH:10][CH:9]=2)[CH:7]=1.[Cl-].[F:16][C:17]1[C:18]([Zn+])=[N:19][CH:20]=[C:21]([F:27])[C:22]=1[Si](C)(C)C, predict the reaction product. The product is: [F:16][C:17]1[C:18]([C:2]2[N:3]=[N:4][CH:5]=[C:6]([C:8]3[CH:13]=[CH:12][C:11]([F:14])=[CH:10][CH:9]=3)[CH:7]=2)=[N:19][CH:20]=[C:21]([F:27])[CH:22]=1. (7) Given the reactants CO[C:3](=[O:12])[C:4]1[CH:9]=[CH:8][CH:7]=[CH:6][C:5]=1[CH2:10]Br.[CH2:13]([O:15][C:16](=[O:27])[CH2:17][CH2:18][CH2:19][C:20]1[CH:25]=[CH:24][C:23]([NH2:26])=[CH:22][CH:21]=1)[CH3:14].NC1C=CC=CC=1, predict the reaction product. The product is: [CH2:13]([O:15][C:16](=[O:27])[CH2:17][CH2:18][CH2:19][C:20]1[CH:21]=[CH:22][C:23]([N:26]2[CH2:10][C:5]3[C:4](=[CH:9][CH:8]=[CH:7][CH:6]=3)[C:3]2=[O:12])=[CH:24][CH:25]=1)[CH3:14].